Predict the reaction yield, written as a fraction of the theoretical maximum amount of product (1.0 means a 100% yield; for example, 0.34 means a 34% yield). From a dataset of Reaction yield outcomes from USPTO patents with 853,638 reactions. (1) The reactants are C[O:2][C:3]([C:5]1[CH:6]=[C:7]2[C:11](=[CH:12][CH:13]=1)[N:10]([CH2:14][C:15]1[CH:20]=[C:19]([O:21][C:22]([F:25])([F:24])[F:23])[CH:18]=[CH:17][C:16]=1[O:26][CH2:27][CH:28]([CH3:30])[CH3:29])[N:9]=[CH:8]2)=[O:4].[OH-].[Na+]. The catalyst is O1CCOCC1. The product is [CH2:27]([O:26][C:16]1[CH:17]=[CH:18][C:19]([O:21][C:22]([F:24])([F:25])[F:23])=[CH:20][C:15]=1[CH2:14][N:10]1[C:11]2[C:7](=[CH:6][C:5]([C:3]([OH:4])=[O:2])=[CH:13][CH:12]=2)[CH:8]=[N:9]1)[CH:28]([CH3:30])[CH3:29]. The yield is 0.730. (2) The reactants are CCN(C(C)C)C(C)C.FC(F)(F)S(O[C:16]1[CH:17]=[CH:18][C:19]2[O:23][C:22]([C:24]3[CH:29]=[CH:28][C:27]([F:30])=[CH:26][CH:25]=3)=[C:21]([C:31](=[O:34])[NH:32][CH3:33])[C:20]=2[CH:35]=1)(=O)=O.[CH3:38][C:39]1[O:43][C:42]([C:44]2[CH:45]=[C:46](B(O)O)[CH:47]=[CH:48][CH:49]=2)=[N:41][N:40]=1.O1CCOCC1. The catalyst is C1C=CC([P]([Pd]([P](C2C=CC=CC=2)(C2C=CC=CC=2)C2C=CC=CC=2)([P](C2C=CC=CC=2)(C2C=CC=CC=2)C2C=CC=CC=2)[P](C2C=CC=CC=2)(C2C=CC=CC=2)C2C=CC=CC=2)(C2C=CC=CC=2)C2C=CC=CC=2)=CC=1.O. The product is [F:30][C:27]1[CH:26]=[CH:25][C:24]([C:22]2[O:23][C:19]3[CH:18]=[CH:17][C:16]([C:46]4[CH:47]=[CH:48][CH:49]=[C:44]([C:42]5[O:43][C:39]([CH3:38])=[N:40][N:41]=5)[CH:45]=4)=[CH:35][C:20]=3[C:21]=2[C:31]([NH:32][CH3:33])=[O:34])=[CH:29][CH:28]=1. The yield is 0.370.